Dataset: Reaction yield outcomes from USPTO patents with 853,638 reactions. Task: Predict the reaction yield, written as a fraction of the theoretical maximum amount of product (1.0 means a 100% yield; for example, 0.34 means a 34% yield). The reactants are [CH:1]([C:4]1[CH:9]=[CH:8][C:7]([CH:10]2[C:14]3[C:15]([CH3:22])=[C:16]([NH2:21])[C:17]([CH3:20])=[C:18]([CH3:19])[C:13]=3[O:12][C:11]2([CH3:24])[CH3:23])=[CH:6][CH:5]=1)([CH3:3])[CH3:2].[F:25][C:26]1[CH:34]=[CH:33][C:29]([C:30](Cl)=[O:31])=[CH:28][CH:27]=1. The catalyst is CO. The product is [F:25][C:26]1[CH:34]=[CH:33][C:29]([C:30]([NH:21][C:16]2[C:17]([CH3:20])=[C:18]([CH3:19])[C:13]3[O:12][C:11]([CH3:24])([CH3:23])[CH:10]([C:7]4[CH:8]=[CH:9][C:4]([CH:1]([CH3:3])[CH3:2])=[CH:5][CH:6]=4)[C:14]=3[C:15]=2[CH3:22])=[O:31])=[CH:28][CH:27]=1. The yield is 0.910.